From a dataset of Catalyst prediction with 721,799 reactions and 888 catalyst types from USPTO. Predict which catalyst facilitates the given reaction. (1) Reactant: [OH:1][C:2]1[CH:7]=[CH:6][C:5]([C:8](=[O:29])[CH2:9][CH2:10][C:11]2[C:12]([CH:26]([CH3:28])[CH3:27])=[N:13][N:14]([C:16]3[CH:21]=[CH:20][C:19]([C:22]([F:25])([F:24])[F:23])=[CH:18][CH:17]=3)[CH:15]=2)=[CH:4][C:3]=1[CH3:30].C(=O)([O-])[O-].[K+].[K+].Br[CH2:38][C:39]([O:41][CH2:42][CH3:43])=[O:40].[Cl-].[NH4+]. Product: [CH:26]([C:12]1[C:11]([CH2:10][CH2:9][C:8]([C:5]2[CH:6]=[CH:7][C:2]([O:1][CH2:38][C:39]([O:41][CH2:42][CH3:43])=[O:40])=[C:3]([CH3:30])[CH:4]=2)=[O:29])=[CH:15][N:14]([C:16]2[CH:21]=[CH:20][C:19]([C:22]([F:25])([F:24])[F:23])=[CH:18][CH:17]=2)[N:13]=1)([CH3:27])[CH3:28]. The catalyst class is: 131. (2) Reactant: Cl[C:2]1[C:11]2[C:6](=[CH:7][C:8]([F:13])=[CH:9][C:10]=2[F:12])[N:5]=[C:4]([N:14]2[CH2:18][CH2:17][CH2:16][C@@H:15]2[C:19]([O:21][C:22]([CH3:25])([CH3:24])[CH3:23])=[O:20])[C:3]=1[CH3:26].[O:27]1[CH2:32][CH2:31][N:30]([C:33]2[CH:34]=[C:35]([NH2:39])[CH:36]=[N:37][CH:38]=2)[CH2:29][CH2:28]1. Product: [F:12][C:10]1[CH:9]=[C:8]([F:13])[CH:7]=[C:6]2[C:11]=1[C:2]([NH:39][C:35]1[CH:36]=[N:37][CH:38]=[C:33]([N:30]3[CH2:31][CH2:32][O:27][CH2:28][CH2:29]3)[CH:34]=1)=[C:3]([CH3:26])[C:4]([N:14]1[CH2:18][CH2:17][CH2:16][C@@H:15]1[C:19]([O:21][C:22]([CH3:25])([CH3:24])[CH3:23])=[O:20])=[N:5]2. The catalyst class is: 11. (3) Reactant: [CH:1]1([C:5]2[C:26]([C:27]3[NH:35][C:30]4[CH2:31][NH:32][CH2:33][CH2:34][C:29]=4[N:28]=3)=[CH:25][C:8]([C:9]([N:11]3[CH2:16][CH2:15][CH:14]([C:17]4[CH:24]=[CH:23][C:20]([C:21]#[N:22])=[CH:19][CH:18]=4)[CH2:13][CH2:12]3)=[O:10])=[C:7]([CH3:36])[CH:6]=2)[CH2:4][CH2:3][CH2:2]1.[C:37](OC(OC)=O)(OC)=O.CCN(C(C)C)C(C)C. Product: [CH:1]1([C:5]2[C:26]([C:27]3[NH:35][C:30]4[CH2:31][N:32]([CH3:37])[CH2:33][CH2:34][C:29]=4[N:28]=3)=[CH:25][C:8]([C:9]([N:11]3[CH2:12][CH2:13][CH:14]([C:17]4[CH:24]=[CH:23][C:20]([C:21]#[N:22])=[CH:19][CH:18]=4)[CH2:15][CH2:16]3)=[O:10])=[C:7]([CH3:36])[CH:6]=2)[CH2:2][CH2:3][CH2:4]1. The catalyst class is: 9. (4) Reactant: Cl[C:2]1[CH:7]=[CH:6][C:5]([CH2:8][N:9]2[C:13]([CH3:14])=[CH:12][C:11](/[C:15](/[F:26])=[CH:16]/[C:17]3[CH:22]=[CH:21][C:20]([CH:23]([CH3:25])[CH3:24])=[CH:19][CH:18]=3)=[N:10]2)=[CH:4][N:3]=1.[CH3:27][NH2:28]. Product: [F:26]/[C:15](/[C:11]1[CH:12]=[C:13]([CH3:14])[N:9]([CH2:8][C:5]2[CH:6]=[CH:7][C:2]([NH:28][CH3:27])=[N:3][CH:4]=2)[N:10]=1)=[CH:16]\[C:17]1[CH:22]=[CH:21][C:20]([CH:23]([CH3:25])[CH3:24])=[CH:19][CH:18]=1. The catalyst class is: 8. (5) Reactant: C(Cl)(=O)C(Cl)=O.CS(C)=O.[Cl:11][C:12]1[CH:17]=[CH:16][C:15]([C:18]([CH3:29])([CH3:28])[CH2:19][C:20]([OH:27])([C:23]([F:26])([F:25])[F:24])[CH2:21][OH:22])=[C:14]([O:30][CH3:31])[CH:13]=1.C(N(CC)CC)C. Product: [Cl:11][C:12]1[CH:17]=[CH:16][C:15]([C:18]([CH3:29])([CH3:28])[CH2:19][C:20]([OH:27])([C:23]([F:26])([F:25])[F:24])[CH:21]=[O:22])=[C:14]([O:30][CH3:31])[CH:13]=1. The catalyst class is: 4. (6) Reactant: [O:1]1[C:5]2([CH2:10][CH2:9][C:8](=[O:11])[CH2:7][CH2:6]2)[O:4][CH2:3][CH2:2]1.[CH:12]1([Mg]Br)[CH2:14][CH2:13]1. Product: [CH:12]1([C:8]2([OH:11])[CH2:7][CH2:6][C:5]3([O:4][CH2:3][CH2:2][O:1]3)[CH2:10][CH2:9]2)[CH2:14][CH2:13]1. The catalyst class is: 7. (7) Reactant: Br[C:2]1[CH:3]=[CH:4][C:5]([N:8]2[CH2:20][CH2:19][C:18]3[C:17]4[C:12](=[CH:13][CH:14]=[CH:15][CH:16]=4)[NH:11][C:10]=3[CH:9]2[C:21]2[CH:22]=[CH:23][C:24]3[O:28][CH2:27][CH2:26][C:25]=3[CH:29]=2)=[N:6][CH:7]=1.C([Sn](CCCC)(CCCC)[C:35]1[CH:40]=[CH:39][CH:38]=[CH:37][N:36]=1)CCC. Product: [N:36]1[CH:37]=[CH:38][CH:39]=[CH:40][C:35]=1[C:2]1[CH:7]=[N:6][C:5]([N:8]2[CH2:20][CH2:19][C:18]3[C:17]4[C:12](=[CH:13][CH:14]=[CH:15][CH:16]=4)[NH:11][C:10]=3[CH:9]2[C:21]2[CH:22]=[CH:23][C:24]3[O:28][CH2:27][CH2:26][C:25]=3[CH:29]=2)=[CH:4][CH:3]=1. The catalyst class is: 77. (8) Reactant: COC1C=CC(C[N:8](CC2C=CC(OC)=CC=2)[C:9]2[N:14]=[C:13]([CH3:15])[N:12]=[C:11]([C:16]3[CH:17]=[C:18]([C@@H:32]([N:34]4[CH2:39][CH2:38][N:37](C(OC(C)(C)C)=O)[CH2:36][C@@H:35]4[CH3:47])[CH3:33])[CH:19]=[N:20][C:21]=3[NH:22][C:23]3[CH:24]=[N:25][C:26]([O:30][CH3:31])=[C:27]([F:29])[CH:28]=3)[N:10]=2)=CC=1.C(O)(C(F)(F)F)=O.CCN(CC)CC.[CH3:73][S:74](Cl)(=[O:76])=[O:75]. Product: [F:29][C:27]1[CH:28]=[C:23]([NH:22][C:21]2[C:16]([C:11]3[N:12]=[C:13]([CH3:15])[N:14]=[C:9]([NH2:8])[N:10]=3)=[CH:17][C:18]([C@@H:32]([N:34]3[CH2:39][CH2:38][N:37]([S:74]([CH3:73])(=[O:76])=[O:75])[CH2:36][C@@H:35]3[CH3:47])[CH3:33])=[CH:19][N:20]=2)[CH:24]=[N:25][C:26]=1[O:30][CH3:31]. The catalyst class is: 2.